Dataset: Full USPTO retrosynthesis dataset with 1.9M reactions from patents (1976-2016). Task: Predict the reactants needed to synthesize the given product. (1) Given the product [Br:1][C:2]1[CH:7]=[CH:6][C:5]([NH:8][C:9](=[N:23][OH:24])[C:11]2[CH:16]=[CH:15][C:14]([C:17]([F:20])([F:19])[F:18])=[CH:13][C:12]=2[F:21])=[CH:4][CH:3]=1, predict the reactants needed to synthesize it. The reactants are: [Br:1][C:2]1[CH:7]=[CH:6][C:5]([NH:8][C:9]([C:11]2[CH:16]=[CH:15][C:14]([C:17]([F:20])([F:19])[F:18])=[CH:13][C:12]=2[F:21])=S)=[CH:4][CH:3]=1.Cl.[NH2:23][OH:24].C(=O)(O)[O-].[Na+]. (2) Given the product [CH3:37][N:7]1[CH2:8][CH2:2][C:3]2[C:11]3[CH:12]=[CH:13][C:14]([N:16]4[CH:21]=[CH:20][C:19]([O:22][CH2:23][C:24]5[CH:25]=[N:26][C:27]([C:30]([F:31])([F:33])[F:32])=[CH:28][CH:29]=5)=[CH:18][C:17]4=[O:34])=[CH:15][C:10]=3[O:9][C:4]=2[CH2:5][CH2:6]1, predict the reactants needed to synthesize it. The reactants are: Cl.[CH2:2]1[CH2:8][NH:7][CH2:6][CH2:5][C:4]2[O:9][C:10]3[CH:15]=[C:14]([N:16]4[CH:21]=[CH:20][C:19]([O:22][CH2:23][C:24]5[CH:25]=[N:26][C:27]([C:30]([F:33])([F:32])[F:31])=[CH:28][CH:29]=5)=[CH:18][C:17]4=[O:34])[CH:13]=[CH:12][C:11]=3[C:3]1=2.C=O.[C:37](O[BH-](OC(=O)C)OC(=O)C)(=O)C.[Na+]. (3) Given the product [CH:2]1([CH:3]2[C:6]3[CH:7]=[CH:8][CH:9]=[CH:10][C:5]=3[C:5]3[C:6]2=[CH:7][CH:8]=[CH:9][CH:10]=3)[CH2:7][CH2:6][CH2:5][CH2:10][CH2:1]1, predict the reactants needed to synthesize it. The reactants are: [CH2:1](Br)[CH2:2][CH3:3].[CH:5]1(Br)[CH2:10][CH2:9][CH2:8][CH2:7][CH2:6]1. (4) Given the product [CH3:48][C:47]1[S:49][C:7]2[CH2:8][CH2:9][CH:10]3[CH:5]([C:4]([CH3:13])([CH3:12])[CH:3]([CH3:14])[C:2]3([CH3:15])[CH3:1])[C:6]=2[N:50]=1, predict the reactants needed to synthesize it. The reactants are: [CH3:1][C:2]1([CH3:15])[CH:10]2[CH:5]([C:6](=O)[CH2:7][CH2:8][CH2:9]2)[C:4]([CH3:13])([CH3:12])[CH:3]1[CH3:14].CC1(C)C2CCCC(=O)C=2C(C)(C)C1C.CC1(C)C2C(C(=O)C(=O)CC2)C(C)(C)C1C.[C:47]([NH2:50])(=[S:49])[CH3:48]. (5) Given the product [F:31][C:14]1[CH:15]=[CH:16][C:17]([CH2:19][C:20]2[C:29]3[C:24](=[CH:25][CH:26]=[CH:27][CH:28]=3)[C:23](=[O:30])[NH:22][N:21]=2)=[CH:18][C:13]=1[N:7]1[C:8](=[O:12])[C:9]([CH3:11])([CH3:10])[N:5]([CH2:4][C:3]([NH2:36])=[O:2])[C:6]1=[O:32], predict the reactants needed to synthesize it. The reactants are: C[O:2][C:3](=O)[CH2:4][N:5]1[C:9]([CH3:11])([CH3:10])[C:8](=[O:12])[N:7]([C:13]2[CH:18]=[C:17]([CH2:19][C:20]3[C:29]4[C:24](=[CH:25][CH:26]=[CH:27][CH:28]=4)[C:23](=[O:30])[NH:22][N:21]=3)[CH:16]=[CH:15][C:14]=2[F:31])[C:6]1=[O:32].CO.[NH3:36].